Dataset: Forward reaction prediction with 1.9M reactions from USPTO patents (1976-2016). Task: Predict the product of the given reaction. (1) Given the reactants [CH3:1][C:2]1[N:7]2[N:8]=[C:9]([CH:11]3[CH2:13][CH:12]3[C:14](O)=[O:15])[N:10]=[C:6]2[C:5]([CH3:17])=[N:4][CH:3]=1.S(Cl)([Cl:20])=O, predict the reaction product. The product is: [CH3:1][C:2]1[N:7]2[N:8]=[C:9]([CH:11]3[CH2:13][CH:12]3[C:14]([Cl:20])=[O:15])[N:10]=[C:6]2[C:5]([CH3:17])=[N:4][CH:3]=1. (2) Given the reactants [C:1]([C:3]1[N:8]=[C:7]([CH2:9][CH2:10][P:11](=[O:18])([O:15][CH2:16][CH3:17])[O:12][CH2:13][CH3:14])[CH:6]=[CH:5][CH:4]=1)#[N:2].[C:19](OC)(=[O:27])[C:20]1[C:21](=[CH:23][CH:24]=[CH:25][CH:26]=1)[SH:22].C(N(CC)CC)C, predict the reaction product. The product is: [O:27]=[C:19]1[C:20]2[CH:26]=[CH:25][CH:24]=[CH:23][C:21]=2[S:22][C:1]([C:3]2[N:8]=[C:7]([CH2:9][CH2:10][P:11](=[O:18])([O:12][CH2:13][CH3:14])[O:15][CH2:16][CH3:17])[CH:6]=[CH:5][CH:4]=2)=[N:2]1. (3) Given the reactants [CH3:1][O:2][C:3](=[O:24])[C:4]1[CH:9]=[CH:8][C:7]([CH:10]([O:14][C:15]2[CH:20]=[C:19]([CH3:21])[C:18](Br)=[C:17]([CH3:23])[CH:16]=2)[CH:11]([CH3:13])[CH3:12])=[CH:6][CH:5]=1.[F-].[K+].[CH:27]([C:30]1[CH:35]=[CH:34][C:33](B(O)O)=[CH:32][CH:31]=1)([CH3:29])[CH3:28], predict the reaction product. The product is: [CH3:1][O:2][C:3](=[O:24])[C:4]1[CH:9]=[CH:8][C:7]([CH:10]([O:14][C:15]2[CH:20]=[C:19]([CH3:21])[C:18]([C:33]3[CH:34]=[CH:35][C:30]([CH:27]([CH3:29])[CH3:28])=[CH:31][CH:32]=3)=[C:17]([CH3:23])[CH:16]=2)[CH:11]([CH3:13])[CH3:12])=[CH:6][CH:5]=1. (4) Given the reactants [CH2:1]([O:8][C:9]([N:11]1[CH2:15][C@H:14]([O:16][C:17]([CH3:20])([CH3:19])[CH3:18])[CH2:13][C@H:12]1[C:21](=[O:29])[NH:22][CH2:23][CH:24](OC)[O:25]C)=[O:10])[C:2]1[CH:7]=[CH:6][CH:5]=[CH:4][CH:3]=1.Cl, predict the reaction product. The product is: [CH2:1]([O:8][C:9]([N:11]1[CH2:15][C@H:14]([O:16][C:17]([CH3:20])([CH3:19])[CH3:18])[CH2:13][C@H:12]1[C:21](=[O:29])[NH:22][CH2:23][CH:24]=[O:25])=[O:10])[C:2]1[CH:7]=[CH:6][CH:5]=[CH:4][CH:3]=1. (5) The product is: [O:17]1[CH2:18][CH2:19][N:14]([C:12]([NH:11][C@H:10]([C:9]([OH:23])=[O:8])[CH:20]([CH3:22])[CH3:21])=[O:13])[CH2:15][CH2:16]1. Given the reactants C([O:8][C:9](=[O:23])[C@H:10]([CH:20]([CH3:22])[CH3:21])[NH:11][C:12]([N:14]1[CH2:19][CH2:18][O:17][CH2:16][CH2:15]1)=[O:13])C1C=CC=CC=1.[H][H], predict the reaction product. (6) Given the reactants O1CCCC1.CS(C)=O.[O:10]1[CH2:14][CH2:13][CH2:12][CH:11]1[CH2:15][CH2:16][C:17]1[CH:22]=[CH:21][C:20](/[CH:23]=[CH:24]/[N+:25]([O-:27])=[O:26])=[CH:19][CH:18]=1.C(O)(=O)C.[BH4-].[Na+], predict the reaction product. The product is: [O:10]1[CH2:14][CH2:13][CH2:12][CH:11]1[CH2:15][CH2:16][C:17]1[CH:22]=[CH:21][C:20]([CH2:23][CH2:24][N+:25]([O-:27])=[O:26])=[CH:19][CH:18]=1. (7) Given the reactants [Cl:1][C:2]1[N:6]2[CH:7]=[C:8]([C:15]3[CH2:16][CH2:17][NH:18][CH2:19][CH:20]=3)[CH:9]=[C:10]([C:11]([F:14])([F:13])[F:12])[C:5]2=[N:4][C:3]=1[C:21]([N:23]1[CH2:27][CH2:26][CH:25]([C:28]2[CH:33]=[CH:32][CH:31]=[C:30]([F:34])[CH:29]=2)[CH2:24]1)=[O:22].C(N(CC)C(C)C)(C)C.[C:44](Cl)(=[O:46])[CH3:45], predict the reaction product. The product is: [Cl:1][C:2]1[N:6]2[CH:7]=[C:8]([C:15]3[CH2:16][CH2:17][N:18]([C:44](=[O:46])[CH3:45])[CH2:19][CH:20]=3)[CH:9]=[C:10]([C:11]([F:13])([F:14])[F:12])[C:5]2=[N:4][C:3]=1[C:21]([N:23]1[CH2:27][CH2:26][CH:25]([C:28]2[CH:33]=[CH:32][CH:31]=[C:30]([F:34])[CH:29]=2)[CH2:24]1)=[O:22].